This data is from NCI-60 drug combinations with 297,098 pairs across 59 cell lines. The task is: Regression. Given two drug SMILES strings and cell line genomic features, predict the synergy score measuring deviation from expected non-interaction effect. (1) Drug 1: CC1=C(C(CCC1)(C)C)C=CC(=CC=CC(=CC(=O)O)C)C. Drug 2: CC1C(C(CC(O1)OC2CC(CC3=C2C(=C4C(=C3O)C(=O)C5=CC=CC=C5C4=O)O)(C(=O)C)O)N)O. Cell line: NCI-H522. Synergy scores: CSS=31.1, Synergy_ZIP=-2.91, Synergy_Bliss=-5.07, Synergy_Loewe=-37.2, Synergy_HSA=-5.34. (2) Drug 1: COC1=NC(=NC2=C1N=CN2C3C(C(C(O3)CO)O)O)N. Drug 2: C1C(C(OC1N2C=NC3=C2NC=NCC3O)CO)O. Cell line: KM12. Synergy scores: CSS=-12.6, Synergy_ZIP=7.05, Synergy_Bliss=7.03, Synergy_Loewe=-6.90, Synergy_HSA=-4.82. (3) Drug 1: C1=CC(=CC=C1CCCC(=O)O)N(CCCl)CCCl. Drug 2: C1CN(P(=O)(OC1)NCCCl)CCCl. Cell line: HCT-15. Synergy scores: CSS=6.78, Synergy_ZIP=-10.1, Synergy_Bliss=-10.4, Synergy_Loewe=-21.7, Synergy_HSA=-11.0. (4) Drug 1: CC1=CC2C(CCC3(C2CCC3(C(=O)C)OC(=O)C)C)C4(C1=CC(=O)CC4)C. Drug 2: CC=C1C(=O)NC(C(=O)OC2CC(=O)NC(C(=O)NC(CSSCCC=C2)C(=O)N1)C(C)C)C(C)C. Cell line: SNB-19. Synergy scores: CSS=62.7, Synergy_ZIP=8.36, Synergy_Bliss=5.53, Synergy_Loewe=-71.2, Synergy_HSA=-0.308. (5) Drug 1: C1=CC(=C2C(=C1NCCNCCO)C(=O)C3=C(C=CC(=C3C2=O)O)O)NCCNCCO. Drug 2: CCCCC(=O)OCC(=O)C1(CC(C2=C(C1)C(=C3C(=C2O)C(=O)C4=C(C3=O)C=CC=C4OC)O)OC5CC(C(C(O5)C)O)NC(=O)C(F)(F)F)O. Cell line: CCRF-CEM. Synergy scores: CSS=47.2, Synergy_ZIP=-1.57, Synergy_Bliss=-3.63, Synergy_Loewe=-17.7, Synergy_HSA=-3.11. (6) Drug 1: CC1=C2C(C(=O)C3(C(CC4C(C3C(C(C2(C)C)(CC1OC(=O)C(C(C5=CC=CC=C5)NC(=O)OC(C)(C)C)O)O)OC(=O)C6=CC=CC=C6)(CO4)OC(=O)C)OC)C)OC. Drug 2: CC12CCC3C(C1CCC2O)C(CC4=C3C=CC(=C4)O)CCCCCCCCCS(=O)CCCC(C(F)(F)F)(F)F. Cell line: MCF7. Synergy scores: CSS=56.8, Synergy_ZIP=2.48, Synergy_Bliss=2.91, Synergy_Loewe=8.27, Synergy_HSA=13.9.